Dataset: Buchwald-Hartwig C-N cross coupling reaction yields with 55,370 reactions. Task: Predict the reaction yield, written as a fraction of the theoretical maximum amount of product (1.0 means a 100% yield; for example, 0.34 means a 34% yield). (1) The reactants are Ic1ccccn1.Cc1ccc(N)cc1.O=S(=O)(O[Pd]1c2ccccc2-c2ccccc2N~1)C(F)(F)F.CC(C)c1cc(C(C)C)c(-c2ccccc2P(C(C)(C)C)C(C)(C)C)c(C(C)C)c1.CCN=P(N=P(N(C)C)(N(C)C)N(C)C)(N(C)C)N(C)C.c1ccc(CN(Cc2ccccc2)c2ccno2)cc1. No catalyst specified. The product is Cc1ccc(Nc2ccccn2)cc1. The yield is 0.606. (2) The reactants are COc1ccc(Br)cc1.Cc1ccc(N)cc1.O=S(=O)(O[Pd]1c2ccccc2-c2ccccc2N~1)C(F)(F)F.CC(C)c1cc(C(C)C)c(-c2ccccc2P(C2CCCCC2)C2CCCCC2)c(C(C)C)c1.CN(C)C(=NC(C)(C)C)N(C)C.c1ccc(-c2cnoc2)cc1. No catalyst specified. The product is COc1ccc(Nc2ccc(C)cc2)cc1. The yield is 0.0122.